Dataset: Full USPTO retrosynthesis dataset with 1.9M reactions from patents (1976-2016). Task: Predict the reactants needed to synthesize the given product. (1) Given the product [CH3:14][N:15]([CH3:16])[C:2]1[CH:3]=[CH:4][C:5]([N+:11]([O-:13])=[O:12])=[C:6]([CH:10]=1)[C:7]([OH:9])=[O:8], predict the reactants needed to synthesize it. The reactants are: Cl[C:2]1[CH:3]=[CH:4][C:5]([N+:11]([O-:13])=[O:12])=[C:6]([CH:10]=1)[C:7]([OH:9])=[O:8].[CH3:14][NH:15][CH3:16]. (2) Given the product [ClH:1].[Cl:1][C:2]1[CH:3]=[CH:4][C:5]([CH:8]2[CH2:10][CH:9]2[NH2:11])=[CH:6][CH:7]=1, predict the reactants needed to synthesize it. The reactants are: [Cl:1][C:2]1[CH:7]=[CH:6][C:5]([CH:8]2[CH2:10][CH:9]2[NH:11]C(=O)OC(C)(C)C)=[CH:4][CH:3]=1.Cl.O1CCOCC1.